This data is from Full USPTO retrosynthesis dataset with 1.9M reactions from patents (1976-2016). The task is: Predict the reactants needed to synthesize the given product. (1) Given the product [F:32][C:20]([F:19])([F:31])[O:21][C:22]1[C:23]([C:28]([NH:16][C@H:12]2[CH2:13][CH2:14][CH2:15][C@@H:11]2[NH:10][C:7]2[CH:6]=[N:5][C:4]([C:3]([F:2])([F:17])[F:18])=[CH:9][N:8]=2)=[O:29])=[N:24][CH:25]=[CH:26][CH:27]=1, predict the reactants needed to synthesize it. The reactants are: Cl.[F:2][C:3]([F:18])([F:17])[C:4]1[N:5]=[CH:6][C:7]([NH:10][C@H:11]2[CH2:15][CH2:14][CH2:13][C@@H:12]2[NH2:16])=[N:8][CH:9]=1.[F:19][C:20]([F:32])([F:31])[O:21][C:22]1[C:23]([C:28](O)=[O:29])=[N:24][CH:25]=[CH:26][CH:27]=1.C(Cl)CCl.N1C2C(=NC=CC=2)N(O)N=1.C(N(CC)CC)C. (2) Given the product [Cl:1][C:2]1[C:16]([N+:17]([O-:19])=[O:18])=[CH:15][C:5]2[N:6]=[C:7]([NH:9][C:10]([NH:12][CH2:13][CH3:14])=[O:11])[S:8][C:4]=2[CH:3]=1, predict the reactants needed to synthesize it. The reactants are: [Cl:1][C:2]1[CH:16]=[CH:15][C:5]2[N:6]=[C:7]([NH:9][C:10]([NH:12][CH2:13][CH3:14])=[O:11])[S:8][C:4]=2[CH:3]=1.[N+:17]([O-])([OH:19])=[O:18]. (3) Given the product [Cl:12][CH2:11][CH2:10][CH2:9][CH2:8][CH2:7][N:1]1[CH:5]=[CH:4][N:3]=[N:2]1, predict the reactants needed to synthesize it. The reactants are: [NH:1]1[CH:5]=[CH:4][N:3]=[N:2]1.Br[CH2:7][CH2:8][CH2:9][CH2:10][CH2:11][Cl:12].[OH-].[Na+].O. (4) Given the product [Br:18][CH2:8][CH:7]([CH2:10][CH2:11][CH2:12][CH2:13][CH2:14][CH2:15][CH2:16][CH3:17])[CH2:1][CH2:2][CH2:3][CH2:4][CH2:5][CH3:6], predict the reactants needed to synthesize it. The reactants are: [CH2:1]([CH:7]([CH2:10][CH2:11][CH2:12][CH2:13][CH2:14][CH2:15][CH2:16][CH3:17])[CH2:8]O)[CH2:2][CH2:3][CH2:4][CH2:5][CH3:6].[BrH:18]. (5) Given the product [F:20][C:21]([F:34])([F:33])[S:22]([O:12][C:3]1[C:4]([CH3:11])=[CH:5][C:6]([N+:8]([O-:10])=[O:9])=[CH:7][C:2]=1[Br:1])(=[O:24])=[O:23], predict the reactants needed to synthesize it. The reactants are: [Br:1][C:2]1[CH:7]=[C:6]([N+:8]([O-:10])=[O:9])[CH:5]=[C:4]([CH3:11])[C:3]=1[OH:12].C(N(CC)CC)C.[F:20][C:21]([F:34])([F:33])[S:22](O[S:22]([C:21]([F:34])([F:33])[F:20])(=[O:24])=[O:23])(=[O:24])=[O:23].Cl. (6) Given the product [NH2:7][C:8]1[CH:15]=[CH:14][C:11]([CH2:12][NH2:13])=[CH:10][C:9]=1[Cl:16], predict the reactants needed to synthesize it. The reactants are: [H-].[Al+3].[Li+].[H-].[H-].[H-].[NH2:7][C:8]1[CH:15]=[CH:14][C:11]([C:12]#[N:13])=[CH:10][C:9]=1[Cl:16].[OH-].[Na+]. (7) Given the product [CH3:13][C:6]1[C:5]2[C:10](=[CH:11][C:2]([NH:1][C:20]([C:17]3[CH:18]=[CH:19][C:14]([C:23]4[CH:24]=[CH:25][CH:26]=[CH:27][CH:28]=4)=[CH:15][CH:16]=3)=[O:21])=[CH:3][CH:4]=2)[NH:9][C:8](=[O:12])[CH:7]=1, predict the reactants needed to synthesize it. The reactants are: [NH2:1][C:2]1[CH:11]=[C:10]2[C:5]([C:6]([CH3:13])=[CH:7][C:8](=[O:12])[NH:9]2)=[CH:4][CH:3]=1.[C:14]1([C:23]2[CH:28]=[CH:27][CH:26]=[CH:25][CH:24]=2)[CH:19]=[CH:18][C:17]([C:20](O)=[O:21])=[CH:16][CH:15]=1. (8) Given the product [F:30][C:29]([F:32])([F:31])[C:27]([O-:33])=[O:28].[CH3:18][C:14]1([CH3:19])[O:13][C@@H:12]([CH2:11][NH3+:10])[C:16](=[O:17])[O:15]1, predict the reactants needed to synthesize it. The reactants are: C(OC(=O)[NH:10][CH2:11][C@H:12]1[C:16](=[O:17])[O:15][C:14]([CH3:19])([CH3:18])[O:13]1)C1C=CC=CC=1.C1CCC=CC=1.[C:27]([OH:33])([C:29]([F:32])([F:31])[F:30])=[O:28].